Dataset: Full USPTO retrosynthesis dataset with 1.9M reactions from patents (1976-2016). Task: Predict the reactants needed to synthesize the given product. (1) Given the product [Br:1][C:2]1[CH:9]=[CH:8][CH:7]=[C:6]([N+:10]([O-:12])=[O:11])[C:3]=1[CH:4]=[CH:21][C:19]#[N:20], predict the reactants needed to synthesize it. The reactants are: [Br:1][C:2]1[CH:9]=[CH:8][CH:7]=[C:6]([N+:10]([O-:12])=[O:11])[C:3]=1[CH:4]=O.[O-2].[Mg+2].CS(C)=O.[C:19]([CH2:21]P(=O)(OCC)OCC)#[N:20]. (2) Given the product [CH2:44]([N:48]1[N:52]=[C:51]([CH3:53])[S:50]/[C:49]/1=[CH:54]\[C:7]([C:3]1[S:4][CH:5]=[CH:6][C:2]=1[CH3:1])=[O:9])[CH2:45][CH2:46][CH3:47], predict the reactants needed to synthesize it. The reactants are: [CH3:1][C:2]1[CH:6]=[CH:5][S:4][C:3]=1[C:7]([OH:9])=O.CN(C(ON1N=NC2C=CC=NC1=2)=[N+](C)C)C.F[P-](F)(F)(F)(F)F.CCN(C(C)C)C(C)C.[I-].[CH2:44]([N+:48]1[N:52]=[C:51]([CH3:53])[S:50][C:49]=1[CH3:54])[CH2:45][CH2:46][CH3:47]. (3) Given the product [Cl:1][C:2]1[CH:7]=[CH:6][C:5]([C:9]([CH3:11])=[CH2:10])=[CH:4][N:3]=1, predict the reactants needed to synthesize it. The reactants are: [Cl:1][C:2]1[CH:7]=[CH:6][C:5](I)=[CH:4][N:3]=1.[C:9](B1OC(C)(C)C(C)(C)O1)([CH3:11])=[CH2:10].COC1C=CC=C(OC)C=1C1C=CC=CC=1P(C1CCCCC1)C1CCCCC1.[O-]P([O-])([O-])=O.[K+].[K+].[K+]. (4) Given the product [CH2:1]([C:8]1[CH:9]=[N:10][C:11]2[C:16]([C:17]=1[C:18]1[CH:19]=[C:20]([NH:24][CH2:40][C:39]3[CH:38]=[CH:37][C:36]([N:35]([C:44]4[CH:49]=[CH:48][CH:47]=[CH:46][CH:45]=4)[C:29]4[CH:34]=[CH:33][CH:32]=[CH:31][CH:30]=4)=[CH:43][CH:42]=3)[CH:21]=[CH:22][CH:23]=1)=[CH:15][CH:14]=[CH:13][C:12]=2[C:25]([F:28])([F:26])[F:27])[C:2]1[CH:3]=[CH:4][CH:5]=[CH:6][CH:7]=1, predict the reactants needed to synthesize it. The reactants are: [CH2:1]([C:8]1[CH:9]=[N:10][C:11]2[C:16]([C:17]=1[C:18]1[CH:19]=[C:20]([NH2:24])[CH:21]=[CH:22][CH:23]=1)=[CH:15][CH:14]=[CH:13][C:12]=2[C:25]([F:28])([F:27])[F:26])[C:2]1[CH:7]=[CH:6][CH:5]=[CH:4][CH:3]=1.[C:29]1([N:35]([C:44]2[CH:49]=[CH:48][CH:47]=[CH:46][CH:45]=2)[C:36]2[CH:43]=[CH:42][C:39]([CH:40]=O)=[CH:38][CH:37]=2)[CH:34]=[CH:33][CH:32]=[CH:31][CH:30]=1. (5) Given the product [C:1]([O:9][CH2:10][C@@H:11]1[CH2:15][C@@H:14]([CH2:43][C:40]([CH3:44])=[CH2:41])[C@H:13]([N:26]2[C:30]3[N:31]=[C:32]([NH2:36])[NH:33][C:34](=[O:35])[C:29]=3[S:28][C:27]2=[O:37])[O:12]1)(=[O:8])[C:2]1[CH:7]=[CH:6][CH:5]=[CH:4][CH:3]=1, predict the reactants needed to synthesize it. The reactants are: [C:1]([O:9][CH2:10][C@@H:11]1[CH2:15][C@@H:14](OC(OC2C=CC=CC=2)=S)[C@H:13]([N:26]2[C:30]3[N:31]=[C:32]([NH2:36])[NH:33][C:34](=[O:35])[C:29]=3[S:28][C:27]2=[O:37])[O:12]1)(=[O:8])[C:2]1[CH:7]=[CH:6][CH:5]=[CH:4][CH:3]=1.N([C:40]([CH3:44])([CH3:43])[C:41]#N)=N[C:40]([CH3:44])([CH3:43])[C:41]#N.C([Sn](CCCC)(CCCC)CC(C)=C)CCC. (6) Given the product [Br:22][C:23]1[CH:28]=[CH:27][C:26]([CH2:29][CH:10]2[CH2:11][CH2:12][N:8]([C@H:5]3[CH2:6][CH2:7][C@H:2]([F:1])[CH2:3][CH2:4]3)[C:9]2=[O:13])=[C:25]([Cl:31])[CH:24]=1, predict the reactants needed to synthesize it. The reactants are: [F:1][C@H:2]1[CH2:7][CH2:6][C@H:5]([N:8]2[CH2:12][CH2:11][CH2:10][C:9]2=[O:13])[CH2:4][CH2:3]1.[Li+].CC([N-]C(C)C)C.[Br:22][C:23]1[CH:28]=[CH:27][C:26]([CH2:29]Br)=[C:25]([Cl:31])[CH:24]=1. (7) Given the product [ClH:25].[NH2:8][CH2:9][CH2:10][NH:11][S:12]([C:15]1[C:16]2[CH:17]=[CH:18][N:19]=[C:20]([Cl:25])[C:21]=2[CH:22]=[CH:23][CH:24]=1)(=[O:13])=[O:14], predict the reactants needed to synthesize it. The reactants are: Cl.C(OC(=O)[NH:8][CH2:9][CH2:10][NH:11][S:12]([C:15]1[C:16]2[CH:17]=[CH:18][N:19]=[C:20]([Cl:25])[C:21]=2[CH:22]=[CH:23][CH:24]=1)(=[O:14])=[O:13])(C)(C)C.